This data is from Cav3 T-type calcium channel HTS with 100,875 compounds. The task is: Binary Classification. Given a drug SMILES string, predict its activity (active/inactive) in a high-throughput screening assay against a specified biological target. (1) The molecule is OC(=O)CC1(CCCC1)CC(=O)Nc1cc(OC)ccc1. The result is 0 (inactive). (2) The molecule is S(c1n(CC(=O)NC(C)(C)C)c2c(n1)cccc2)CC(=O)NCc1sccc1. The result is 0 (inactive). (3) The compound is Clc1cc(NC(=O)N2CCN(CC2)c2c(OC)cccc2)ccc1. The result is 0 (inactive). (4) The compound is Clc1c(NCCCN(C)C)cn[nH]c1=O. The result is 0 (inactive).